Task: Predict which catalyst facilitates the given reaction.. Dataset: Catalyst prediction with 721,799 reactions and 888 catalyst types from USPTO (1) The catalyst class is: 12. Product: [CH3:1][CH:2]1[CH2:3][CH2:4][N:5]([C:8]([C:10]2[CH:18]=[CH:17][C:16]3[N:15]([S:19]([CH3:22])(=[O:20])=[O:21])[C:14]4[CH2:23][CH2:24][NH:25][CH2:26][C:13]=4[C:12]=3[CH:11]=2)=[O:9])[CH2:6][CH2:7]1.[ClH:34]. Reactant: [CH3:1][CH:2]1[CH2:7][CH2:6][N:5]([C:8]([C:10]2[CH:18]=[CH:17][C:16]3[N:15]([S:19]([CH3:22])(=[O:21])=[O:20])[C:14]4[CH2:23][CH2:24][N:25](C(OC(C)(C)C)=O)[CH2:26][C:13]=4[C:12]=3[CH:11]=2)=[O:9])[CH2:4][CH2:3]1.[ClH:34]. (2) Product: [CH:1]1([CH2:6][C@@H:7]([C:19]([NH:21][NH:22][C:23]2[C:28]([F:29])=[C:27]([N:30]([CH3:38])[CH2:31][C:32]3[CH:37]=[CH:36][N:35]=[CH:34][CH:33]=3)[N:26]=[C:25]([CH3:39])[N:24]=2)=[O:20])[CH2:8][N:9]([OH:12])[CH:10]=[O:11])[CH2:5][CH2:4][CH2:3][CH2:2]1. The catalyst class is: 86. Reactant: [CH:1]1([CH2:6][C@@H:7]([C:19]([NH:21][NH:22][C:23]2[C:28]([F:29])=[C:27]([N:30]([CH3:38])[CH2:31][C:32]3[CH:37]=[CH:36][N:35]=[CH:34][CH:33]=3)[N:26]=[C:25]([CH3:39])[N:24]=2)=[O:20])[CH2:8][N:9]([O:12]C2CCCCO2)[CH:10]=[O:11])[CH2:5][CH2:4][CH2:3][CH2:2]1. (3) Reactant: [OH:1][C:2]1[CH:7]=[CH:6][C:5]([C:8]([C:11]2[CH:16]=[CH:15][C:14]([OH:17])=[CH:13][CH:12]=2)([CH3:10])[CH3:9])=[CH:4][CH:3]=1.[OH-].[K+].[CH3:20][C:21]1[CH:28]=[CH:27][CH:26]=[CH:25][C:22]=1[CH2:23]Cl.O. Product: [CH3:20][C:21]1[CH:28]=[CH:27][CH:26]=[CH:25][C:22]=1[CH2:23][O:1][C:2]1[CH:3]=[CH:4][C:5]([C:8]([C:11]2[CH:12]=[CH:13][C:14]([O:17][CH2:20][C:21]3[CH:28]=[CH:27][CH:26]=[CH:25][C:22]=3[CH3:23])=[CH:15][CH:16]=2)([CH3:10])[CH3:9])=[CH:6][CH:7]=1. The catalyst class is: 44. (4) Reactant: Br[C:2]1[CH:3]=[C:4]([C@H:12]2[O:16][C:15](=[O:17])[N:14]([CH2:18][C:19]3[C:24]([C:25]4[CH:30]=[C:29]([CH:31]([CH3:33])[CH3:32])[C:28]([F:34])=[CH:27][C:26]=4[O:35][CH3:36])=[CH:23][N:22]=[C:21]([N:37]4[CH2:40][CH:39]([F:41])[CH2:38]4)[N:20]=3)[C@H:13]2[CH3:42])[CH:5]=[C:6]([C:8]([F:11])([F:10])[F:9])[CH:7]=1.P([O-])([O-])([O-])=O.[K+].[K+].[K+].[CH:51]1(B(O)O)[CH2:53][CH2:52]1. Product: [CH:51]1([C:2]2[CH:3]=[C:4]([C@H:12]3[O:16][C:15](=[O:17])[N:14]([CH2:18][C:19]4[C:24]([C:25]5[CH:30]=[C:29]([CH:31]([CH3:32])[CH3:33])[C:28]([F:34])=[CH:27][C:26]=5[O:35][CH3:36])=[CH:23][N:22]=[C:21]([N:37]5[CH2:38][CH:39]([F:41])[CH2:40]5)[N:20]=4)[C@H:13]3[CH3:42])[CH:5]=[C:6]([C:8]([F:9])([F:10])[F:11])[CH:7]=2)[CH2:53][CH2:52]1. The catalyst class is: 77. (5) Reactant: Cl.Cl.[C:3]([C:7]1[CH:12]=[CH:11][CH:10]=[CH:9][C:8]=1[N:13]1[CH2:18][CH2:17][NH:16][CH2:15][CH2:14]1)([CH3:6])([CH3:5])[CH3:4].[CH2:19]([O:26][C:27]1[CH:31]=[C:30]([C:32](O)=[O:33])[O:29][N:28]=1)[C:20]1[CH:25]=[CH:24][CH:23]=[CH:22][CH:21]=1.C(N(CC)CC)C.CCN=C=NCCCN(C)C.C1C=CC2N(O)N=NC=2C=1. Product: [CH2:19]([O:26][C:27]1[CH:31]=[C:30]([C:32]([N:16]2[CH2:17][CH2:18][N:13]([C:8]3[CH:9]=[CH:10][CH:11]=[CH:12][C:7]=3[C:3]([CH3:6])([CH3:4])[CH3:5])[CH2:14][CH2:15]2)=[O:33])[O:29][N:28]=1)[C:20]1[CH:21]=[CH:22][CH:23]=[CH:24][CH:25]=1. The catalyst class is: 35. (6) The catalyst class is: 115. Product: [Cl:32][C:27]1[CH:26]=[C:25]([C@H:21]([CH2:22][CH:23]=[CH2:24])[CH2:20][N:19]2[C:13](=[O:15])[C:5]3[C:6]4[C:11]([CH:12]=[C:3]([C:1]#[N:2])[C:4]=3[S:16][CH2:17][CH2:18]2)=[CH:10][CH:9]=[CH:8][CH:7]=4)[CH:30]=[CH:29][C:28]=1[Cl:31]. Reactant: [C:1]([C:3]1[C:4]([S:16][CH2:17][CH2:18][NH:19][CH2:20][C@H:21]([C:25]2[CH:30]=[CH:29][C:28]([Cl:31])=[C:27]([Cl:32])[CH:26]=2)[CH2:22][CH:23]=[CH2:24])=[C:5]([C:13]([OH:15])=O)[C:6]2[C:11]([CH:12]=1)=[CH:10][CH:9]=[CH:8][CH:7]=2)#[N:2].C(N(C(C)C)CC)(C)C.O=C1N(P(Cl)(N2CCOC2=O)=O)CCO1. (7) Reactant: [CH3:1][O:2][C:3]1[CH:4]=[C:5]([NH:9][C:10]2[C:15]([C:16]3[N:24]=[C:23]([CH3:25])[N:22]=[C:21]4[C:17]=3[N:18]=[CH:19][N:20]4C3CCCCO3)=[CH:14][CH:13]=[CH:12][N:11]=2)[CH:6]=[N:7][CH:8]=1.FC(F)(F)C(O)=O.CO. The catalyst class is: 2. Product: [CH3:1][O:2][C:3]1[CH:4]=[C:5]([NH:9][C:10]2[C:15]([C:16]3[N:24]=[C:23]([CH3:25])[N:22]=[C:21]4[C:17]=3[N:18]=[CH:19][NH:20]4)=[CH:14][CH:13]=[CH:12][N:11]=2)[CH:6]=[N:7][CH:8]=1.